Predict which catalyst facilitates the given reaction. From a dataset of Catalyst prediction with 721,799 reactions and 888 catalyst types from USPTO. Reactant: [Cl:1][C:2]1[CH:30]=[C:29]([Cl:31])[CH:28]=[CH:27][C:3]=1[C:4]([C:6]1[O:7][C:8]2[CH:18]=[C:17](OS(C(F)(F)F)(=O)=O)[CH:16]=[CH:15][C:9]=2[C:10]=1[C:11]([F:14])([F:13])[F:12])=[O:5].[C:32]([NH:35][C:36]1[CH:37]=[C:38](B(O)O)[CH:39]=[CH:40][CH:41]=1)(=[O:34])[CH3:33].C(=O)([O-])[O-].[K+].[K+]. Product: [Cl:1][C:2]1[CH:30]=[C:29]([Cl:31])[CH:28]=[CH:27][C:3]=1[C:4]([C:6]1[O:7][C:8]2[CH:18]=[C:17]([C:40]3[CH:41]=[C:36]([NH:35][C:32](=[O:34])[CH3:33])[CH:37]=[CH:38][CH:39]=3)[CH:16]=[CH:15][C:9]=2[C:10]=1[C:11]([F:12])([F:13])[F:14])=[O:5]. The catalyst class is: 427.